The task is: Predict the product of the given reaction.. This data is from Forward reaction prediction with 1.9M reactions from USPTO patents (1976-2016). (1) The product is: [Br:16][C:3]1[CH:4]=[C:5]2[C:10](=[CH:11][C:2]=1[F:1])[O:9][CH2:8][CH2:7][CH:6]2[C:12]([O:14][CH3:15])=[O:13]. Given the reactants [F:1][C:2]1[CH:11]=[C:10]2[C:5]([CH:6]([C:12]([O:14][CH3:15])=[O:13])[CH2:7][CH2:8][O:9]2)=[CH:4][CH:3]=1.[Br:16]N1C(=O)CCC1=O, predict the reaction product. (2) The product is: [CH2:9]([N:3]1[CH:7]=[CH:6][N:5]=[CH:4]1)[CH2:10][CH2:11][CH2:12][CH2:13][CH2:14][CH2:15][CH2:16][N:3]1[CH:7]=[CH:6][N:5]=[CH:4]1. Given the reactants [H-].[Na+].[NH:3]1[CH:7]=[CH:6][N:5]=[CH:4]1.Br[CH2:9][CH2:10][CH2:11][CH2:12][CH2:13][CH2:14][CH2:15][CH2:16]Br, predict the reaction product. (3) Given the reactants [N:1]1[CH:6]=[CH:5][CH:4]=[CH:3][C:2]=1[C:7]1[O:11][CH:10]=[N:9][CH:8]=1.[C:12]1([CH3:27])[CH:17]=[CH:16][CH:15]=[C:14]([CH2:18][CH2:19][CH2:20][CH2:21][CH2:22][CH2:23][C:24](O)=[O:25])[CH:13]=1, predict the reaction product. The product is: [O:25]=[C:24]([C:10]1[O:11][C:7]([C:2]2[CH:3]=[CH:4][CH:5]=[CH:6][N:1]=2)=[CH:8][N:9]=1)[CH2:23][CH2:22][CH2:21][CH2:20][CH2:19][CH2:18][C:14]1[CH:13]=[C:12]([CH3:27])[CH:17]=[CH:16][CH:15]=1. (4) Given the reactants [I:1][C:2]1[C:11]2[C:6](=[CH:7][N:8]=[CH:9][CH:10]=2)[C:5](=[O:12])[NH:4][CH:3]=1.[H-].[Na+].[CH2:15](Br)[C:16]1[CH:21]=[CH:20][CH:19]=[CH:18][CH:17]=1.[NH4+].[Cl-], predict the reaction product. The product is: [CH2:15]([N:4]1[CH:3]=[C:2]([I:1])[C:11]2[C:6](=[CH:7][N:8]=[CH:9][CH:10]=2)[C:5]1=[O:12])[C:16]1[CH:21]=[CH:20][CH:19]=[CH:18][CH:17]=1. (5) The product is: [O:13]1[CH:17]=[CH:16][C:15]([C:18]2[CH2:11][N:8]([C:1]([O:3][C:4]([CH3:7])([CH3:6])[CH3:5])=[O:2])[CH2:9][C:10](=[O:12])[C:19]=2[Si:20]([CH3:22])([CH3:21])[CH3:23])=[CH:14]1. Given the reactants [C:1]([N:8]1[CH2:11][C:10](=[O:12])[CH2:9]1)([O:3][C:4]([CH3:7])([CH3:6])[CH3:5])=[O:2].[O:13]1[CH:17]=[CH:16][C:15]([C:18]#[C:19][Si:20]([CH3:23])([CH3:22])[CH3:21])=[CH:14]1, predict the reaction product. (6) Given the reactants C([O:4][C:5]1[CH:10]=[C:9]([C:11]#[N:12])[C:8](Br)=[C:7]([C:14]#[N:15])[C:6]=1[O:16]C(=O)C)(=O)C.[CH2:20]([C:22]1[CH:23]=[C:24](B(O)O)[CH:25]=[CH:26][CH:27]=1)[CH3:21], predict the reaction product. The product is: [CH2:20]([C:22]1[CH:27]=[C:26]([C:8]2[C:7]([C:14]#[N:15])=[C:6]([OH:16])[C:5]([OH:4])=[CH:10][C:9]=2[C:11]#[N:12])[CH:25]=[CH:24][CH:23]=1)[CH3:21]. (7) Given the reactants Cl[C:2]1[N:3]=[N+:4]([O-:13])[C:5]2[CH:11]=[CH:10][C:9]([CH3:12])=[CH:8][C:6]=2[N:7]=1.[CH3:14][CH2:15]OC(C)=O.C(Cl)Cl, predict the reaction product. The product is: [CH2:14]([C:2]1[N:3]=[N+:4]([O-:13])[C:5]2[CH:11]=[CH:10][C:9]([CH3:12])=[CH:8][C:6]=2[N:7]=1)[CH3:15]. (8) The product is: [CH3:13][N:9]([CH2:10][CH2:11][CH3:12])[C:7](=[O:8])[C:6]1[CH:5]=[C:4]([CH:16]=[C:15]([CH:17]=[CH2:18])[CH:14]=1)[C:3]([OH:19])=[O:2]. Given the reactants C[O:2][C:3](=[O:19])[C:4]1[CH:16]=[C:15]([CH:17]=[CH2:18])[CH:14]=[C:6]([C:7]([N:9]([CH3:13])[CH2:10][CH2:11][CH3:12])=[O:8])[CH:5]=1.[OH-].[Li+], predict the reaction product.